Dataset: Peptide-MHC class II binding affinity with 134,281 pairs from IEDB. Task: Regression. Given a peptide amino acid sequence and an MHC pseudo amino acid sequence, predict their binding affinity value. This is MHC class II binding data. The peptide sequence is RQAGVQYSR. The binding affinity (normalized) is 0. The MHC is DRB1_0901 with pseudo-sequence DRB1_0901.